Dataset: Full USPTO retrosynthesis dataset with 1.9M reactions from patents (1976-2016). Task: Predict the reactants needed to synthesize the given product. Given the product [CH2:13]([NH:12][C:4]1[N:5]=[C:6]([NH:8][CH2:9][CH2:10][CH3:11])[N:7]=[C:2]([N:21]([CH3:22])[O:20][CH:17]([CH3:19])[CH3:18])[N:3]=1)[CH2:14][CH3:15], predict the reactants needed to synthesize it. The reactants are: Cl[C:2]1[N:7]=[C:6]([NH:8][CH2:9][CH2:10][CH3:11])[N:5]=[C:4]([NH:12][CH2:13][CH2:14][CH3:15])[N:3]=1.Cl.[CH:17]([O:20][NH:21][CH3:22])([CH3:19])[CH3:18].[OH-].[Na+].